This data is from Full USPTO retrosynthesis dataset with 1.9M reactions from patents (1976-2016). The task is: Predict the reactants needed to synthesize the given product. The reactants are: [NH2:1][C:2]1[CH:3]=[CH:4][C:5]2[C:11]([CH3:13])([CH3:12])[CH2:10][CH2:9][C:8](=[O:14])[N:7]([CH2:15][CH2:16][O:17][CH3:18])[C:6]=2[CH:19]=1.Cl[C:21]1[N:26]=[C:25]([NH:27][C:28]2[CH:37]=[CH:36][CH:35]=[CH:34][C:29]=2[O:30][CH2:31][C:32]#[N:33])[C:24]([Cl:38])=[CH:23][N:22]=1. Given the product [Cl:38][C:24]1[C:25]([NH:27][C:28]2[CH:37]=[CH:36][CH:35]=[CH:34][C:29]=2[O:30][CH2:31][C:32]#[N:33])=[N:26][C:21]([NH:1][C:2]2[CH:3]=[CH:4][C:5]3[C:11]([CH3:13])([CH3:12])[CH2:10][CH2:9][C:8](=[O:14])[N:7]([CH2:15][CH2:16][O:17][CH3:18])[C:6]=3[CH:19]=2)=[N:22][CH:23]=1, predict the reactants needed to synthesize it.